From a dataset of NCI-60 drug combinations with 297,098 pairs across 59 cell lines. Regression. Given two drug SMILES strings and cell line genomic features, predict the synergy score measuring deviation from expected non-interaction effect. (1) Drug 1: C1=CC(=CC=C1C#N)C(C2=CC=C(C=C2)C#N)N3C=NC=N3. Drug 2: B(C(CC(C)C)NC(=O)C(CC1=CC=CC=C1)NC(=O)C2=NC=CN=C2)(O)O. Cell line: MCF7. Synergy scores: CSS=28.0, Synergy_ZIP=-9.66, Synergy_Bliss=-4.25, Synergy_Loewe=-13.3, Synergy_HSA=-1.19. (2) Drug 1: CC1C(C(CC(O1)OC2CC(CC3=C2C(=C4C(=C3O)C(=O)C5=C(C4=O)C(=CC=C5)OC)O)(C(=O)C)O)N)O.Cl. Drug 2: CCC1(C2=C(COC1=O)C(=O)N3CC4=CC5=C(C=CC(=C5CN(C)C)O)N=C4C3=C2)O.Cl. Cell line: SNB-75. Synergy scores: CSS=20.0, Synergy_ZIP=-1.67, Synergy_Bliss=3.47, Synergy_Loewe=-2.90, Synergy_HSA=3.39. (3) Drug 1: CN1CCC(CC1)COC2=C(C=C3C(=C2)N=CN=C3NC4=C(C=C(C=C4)Br)F)OC. Drug 2: C1CCN(CC1)CCOC2=CC=C(C=C2)C(=O)C3=C(SC4=C3C=CC(=C4)O)C5=CC=C(C=C5)O. Cell line: PC-3. Synergy scores: CSS=12.7, Synergy_ZIP=1.40, Synergy_Bliss=6.52, Synergy_Loewe=4.60, Synergy_HSA=6.45. (4) Drug 1: CS(=O)(=O)C1=CC(=C(C=C1)C(=O)NC2=CC(=C(C=C2)Cl)C3=CC=CC=N3)Cl. Drug 2: CC1=C(C=C(C=C1)C(=O)NC2=CC(=CC(=C2)C(F)(F)F)N3C=C(N=C3)C)NC4=NC=CC(=N4)C5=CN=CC=C5. Cell line: SK-OV-3. Synergy scores: CSS=1.37, Synergy_ZIP=-0.177, Synergy_Bliss=1.10, Synergy_Loewe=-0.644, Synergy_HSA=-0.0673. (5) Drug 1: C1CCC(C(C1)[NH-])[NH-].C(=O)(C(=O)[O-])[O-].[Pt+4]. Drug 2: CCC1=C2N=C(C=C(N2N=C1)NCC3=C[N+](=CC=C3)[O-])N4CCCCC4CCO. Cell line: NCI-H460. Synergy scores: CSS=68.3, Synergy_ZIP=-0.267, Synergy_Bliss=-2.19, Synergy_Loewe=-5.56, Synergy_HSA=0.327. (6) Drug 1: C1CC(C1)(C(=O)O)C(=O)O.[NH2-].[NH2-].[Pt+2]. Drug 2: C1=NNC2=C1C(=O)NC=N2. Cell line: OVCAR-8. Synergy scores: CSS=1.62, Synergy_ZIP=0.510, Synergy_Bliss=2.71, Synergy_Loewe=-1.29, Synergy_HSA=-1.37. (7) Drug 1: CC1=C(C=C(C=C1)NC(=O)C2=CC=C(C=C2)CN3CCN(CC3)C)NC4=NC=CC(=N4)C5=CN=CC=C5. Drug 2: CCN(CC)CCNC(=O)C1=C(NC(=C1C)C=C2C3=C(C=CC(=C3)F)NC2=O)C. Cell line: SNB-75. Synergy scores: CSS=-5.82, Synergy_ZIP=1.67, Synergy_Bliss=-1.94, Synergy_Loewe=-6.88, Synergy_HSA=-6.50. (8) Cell line: SK-MEL-5. Drug 2: CC1C(C(CC(O1)OC2CC(OC(C2O)C)OC3=CC4=CC5=C(C(=O)C(C(C5)C(C(=O)C(C(C)O)O)OC)OC6CC(C(C(O6)C)O)OC7CC(C(C(O7)C)O)OC8CC(C(C(O8)C)O)(C)O)C(=C4C(=C3C)O)O)O)O. Synergy scores: CSS=40.7, Synergy_ZIP=-0.935, Synergy_Bliss=6.11, Synergy_Loewe=-0.143, Synergy_HSA=5.26. Drug 1: COC1=CC(=CC(=C1O)OC)C2C3C(COC3=O)C(C4=CC5=C(C=C24)OCO5)OC6C(C(C7C(O6)COC(O7)C8=CC=CS8)O)O. (9) Drug 1: CS(=O)(=O)CCNCC1=CC=C(O1)C2=CC3=C(C=C2)N=CN=C3NC4=CC(=C(C=C4)OCC5=CC(=CC=C5)F)Cl. Drug 2: C1=CN(C=N1)CC(O)(P(=O)(O)O)P(=O)(O)O. Synergy scores: CSS=10.6, Synergy_ZIP=-5.11, Synergy_Bliss=-2.15, Synergy_Loewe=-3.57, Synergy_HSA=-2.29. Cell line: OVCAR3. (10) Drug 1: CN(C)N=NC1=C(NC=N1)C(=O)N. Drug 2: C1=CC=C(C=C1)NC(=O)CCCCCCC(=O)NO. Cell line: HOP-92. Synergy scores: CSS=16.9, Synergy_ZIP=-4.32, Synergy_Bliss=1.03, Synergy_Loewe=-4.22, Synergy_HSA=2.01.